Task: Predict the reactants needed to synthesize the given product.. Dataset: Full USPTO retrosynthesis dataset with 1.9M reactions from patents (1976-2016) (1) Given the product [Cl:9][C:10]1[CH:15]=[CH:14][C:13]([C@@H:16]2[O:22][CH2:21][CH2:20][N:19]([C:23]([O:25][C:26]([CH3:27])([CH3:28])[CH3:29])=[O:24])[CH2:18][C@H:17]2[CH2:30][N:31]2[CH:36]=[CH:35][CH:34]=[C:33]([C:37]3[NH:42][C:1](=[O:4])[O:2][N:38]=3)[C:32]2=[O:39])=[CH:12][C:11]=1[F:40], predict the reactants needed to synthesize it. The reactants are: [C:1](=[O:4])([O-])[OH:2].[Na+].Cl.NO.[Cl:9][C:10]1[CH:15]=[CH:14][C:13]([C@@H:16]2[O:22][CH2:21][CH2:20][N:19]([C:23]([O:25][C:26]([CH3:29])([CH3:28])[CH3:27])=[O:24])[CH2:18][C@H:17]2[CH2:30][N:31]2[CH:36]=[CH:35][CH:34]=[C:33]([C:37]#[N:38])[C:32]2=[O:39])=[CH:12][C:11]=1[F:40].C1(C2CCCCCCCCCC=2)CCCCCCCCN[N:42]=1.C(N1C=CN=C1)(N1C=CN=C1)=O. (2) Given the product [Cl:8][C:7]1[N:6]=[C:5]2[O:9][C:10]([C:16]3[CH:21]=[CH:20][C:19]([F:22])=[CH:18][CH:17]=3)=[C:11]([C:12](=[O:13])[NH:14][CH3:15])[C:4]2=[CH:3][C:2]=1[C:26]1[CH:27]=[C:28]([C:31]([OH:33])=[O:32])[S:29][CH:30]=1, predict the reactants needed to synthesize it. The reactants are: Br[C:2]1[CH:3]=[C:4]2[C:11]([C:12]([NH:14][CH3:15])=[O:13])=[C:10]([C:16]3[CH:21]=[CH:20][C:19]([F:22])=[CH:18][CH:17]=3)[O:9][C:5]2=[N:6][C:7]=1[Cl:8].B([C:26]1[CH:27]=[C:28]([C:31]([OH:33])=[O:32])[S:29][CH:30]=1)(O)O.C(=O)([O-])[O-].[Cs+].[Cs+].